Task: Predict the reactants needed to synthesize the given product.. Dataset: Full USPTO retrosynthesis dataset with 1.9M reactions from patents (1976-2016) (1) Given the product [C:1]([C:5]1[CH:10]=[CH:9][C:8]([NH:11][C:12](=[O:14])[CH3:13])=[C:7]([F:15])[CH:6]=1)([CH3:4])([CH3:2])[CH3:3], predict the reactants needed to synthesize it. The reactants are: [C:1]([C:5]1[CH:10]=[CH:9][C:8]([NH:11][C:12](=[O:14])[CH3:13])=[CH:7][CH:6]=1)([CH3:4])([CH3:3])[CH3:2].[F:15][B-](F)(F)F.F[B-](F)(F)F.ClC[N+]12CC[N+](F)(CC1)CC2. (2) The reactants are: Br[C:2]1[N:10]([CH2:11][C:12]2[CH:17]=[CH:16][C:15]([Cl:18])=[CH:14][CH:13]=2)[C:9]2[C:8](=[O:19])[NH:7][C:6](=[O:20])[N:5]([CH3:21])[C:4]=2[N:3]=1.[CH2:22]([SH:25])[CH2:23][CH3:24].C(=O)([O-])[O-].[K+].[K+]. Given the product [Cl:18][C:15]1[CH:16]=[CH:17][C:12]([CH2:11][N:10]2[C:9]3[C:8](=[O:19])[NH:7][C:6](=[O:20])[N:5]([CH3:21])[C:4]=3[N:3]=[C:2]2[S:25][CH2:22][CH2:23][CH3:24])=[CH:13][CH:14]=1, predict the reactants needed to synthesize it. (3) The reactants are: [CH3:1][S:2](Cl)(=[O:4])=[O:3].[OH:6][C@@H:7]1[CH2:11][CH2:10][N:9]([C:12]([CH:14]2[CH2:19][CH2:18][O:17][CH2:16][CH2:15]2)=[O:13])[CH2:8]1.CCN(CC)CC. Given the product [O:17]1[CH2:18][CH2:19][CH:14]([C:12]([N:9]2[CH2:10][CH2:11][C@@H:7]([O:6][S:2]([CH3:1])(=[O:4])=[O:3])[CH2:8]2)=[O:13])[CH2:15][CH2:16]1, predict the reactants needed to synthesize it. (4) Given the product [NH2:16][C:12]1[C:11]([NH:19][C:20](=[O:22])[CH3:21])=[C:10]2[C:15](=[CH:14][CH:13]=1)[C:4]1([OH:3])[O:5][C:6]3[CH:28]=[C:27]([CH:29]([CH3:31])[CH3:30])[CH:26]=[CH:25][C:7]=3[C:8]1([OH:24])[C:9]2=[O:23], predict the reactants needed to synthesize it. The reactants are: O.Cl.[OH:3][C:4]12[C:15]3[C:10](=[C:11]([NH:19][C:20](=[O:22])[CH3:21])[C:12]([N+:16]([O-])=O)=[CH:13][CH:14]=3)[C:9](=[O:23])[C:8]1([OH:24])[C:7]1[CH:25]=[CH:26][C:27]([CH:29]([CH3:31])[CH3:30])=[CH:28][C:6]=1[O:5]2. (5) Given the product [CH2:1]([N:3]([CH2:31][C:32]1[CH:33]=[CH:34][C:35]([O:38][CH2:41][CH2:42][N:44]2[CH2:49][CH2:48][CH2:47][CH2:46][CH2:45]2)=[CH:36][CH:37]=1)[C:4]1[CH:9]=[C:8]([O:10][CH3:11])[C:7]([O:12][CH3:13])=[CH:6][C:5]=1[CH:14]1[CH2:23][CH2:22][C:21]2[CH:20]=[C:19]([OH:24])[CH:18]=[CH:17][C:16]=2[CH2:15]1)[CH3:2], predict the reactants needed to synthesize it. The reactants are: [CH2:1]([N:3]([C:31](=O)[C:32]1[CH:37]=[CH:36][C:35]([OH:38])=[CH:34][CH:33]=1)[C:4]1[CH:9]=[C:8]([O:10][CH3:11])[C:7]([O:12][CH3:13])=[CH:6][C:5]=1[CH:14]1[CH2:23][CH2:22][C:21]2[CH:20]=[C:19]([O:24]C(=O)C(C)(C)C)[CH:18]=[CH:17][C:16]=2[CH2:15]1)[CH3:2].Cl[CH2:41][C:42]([N:44]1[CH2:49][CH2:48][CH2:47][CH2:46][CH2:45]1)=O. (6) Given the product [ClH:28].[CH:8]1([C:11]2[C:12]([O:21][C@@H:22]3[CH2:27][CH2:26][CH2:25][N:24]([CH2:32][C:31]4[CH:30]=[C:29]([Cl:28])[CH:36]=[C:35]([Cl:37])[CH:34]=4)[CH2:23]3)=[CH:13][C:14]([F:20])=[C:15]([CH:19]=2)[C:16]([OH:18])=[O:17])[CH2:9][CH2:10]1, predict the reactants needed to synthesize it. The reactants are: FC(F)(F)C(O)=O.[CH:8]1([C:11]2[C:12]([O:21][C@@H:22]3[CH2:27][CH2:26][CH2:25][NH:24][CH2:23]3)=[CH:13][C:14]([F:20])=[C:15]([CH:19]=2)[C:16]([OH:18])=[O:17])[CH2:10][CH2:9]1.[Cl:28][C:29]1[CH:30]=[C:31]([CH:34]=[C:35]([Cl:37])[CH:36]=1)[CH:32]=O.C(O[BH-](OC(=O)C)OC(=O)C)(=O)C.[Na+].Cl.